This data is from Full USPTO retrosynthesis dataset with 1.9M reactions from patents (1976-2016). The task is: Predict the reactants needed to synthesize the given product. (1) Given the product [F:1][C:2]1[CH:7]=[C:6]([OH:8])[CH:5]=[C:4]([F:10])[C:3]=1[C:11]1[CH:12]=[C:13]2[C:18](=[CH:19][CH:20]=1)[CH:17]=[C:16]([OH:21])[CH:15]=[CH:14]2, predict the reactants needed to synthesize it. The reactants are: [F:1][C:2]1[CH:7]=[C:6]([O:8]C)[CH:5]=[C:4]([F:10])[C:3]=1[C:11]1[CH:20]=[CH:19][C:18]2[C:13](=[CH:14][CH:15]=[C:16]([O:21]C)[CH:17]=2)[CH:12]=1.B(Br)(Br)Br. (2) The reactants are: Cl.[NH2:2][CH:3]1[CH2:8][CH2:7][N:6]([CH2:9][CH2:10][N:11]2[C:20]3[C:15](=[N:16][CH:17]=[C:18]([O:21][CH3:22])[CH:19]=3)[CH:14]=[CH:13][C:12]2=[O:23])[CH2:5][CH2:4]1.C[O-].[Na+].CO.[CH2:29]([C:31]1[C:32]([O:39][CH3:40])=[CH:33][C:34]([CH:37]=O)=[N:35][CH:36]=1)[CH3:30].C([BH3-])#N.[Na+].C(=O)([O-])O.[Na+]. Given the product [CH2:29]([C:31]1[C:32]([O:39][CH3:40])=[CH:33][C:34]([CH2:37][NH:2][CH:3]2[CH2:4][CH2:5][N:6]([CH2:9][CH2:10][N:11]3[C:20]4[C:15](=[N:16][CH:17]=[C:18]([O:21][CH3:22])[CH:19]=4)[CH:14]=[CH:13][C:12]3=[O:23])[CH2:7][CH2:8]2)=[N:35][CH:36]=1)[CH3:30], predict the reactants needed to synthesize it.